Dataset: Full USPTO retrosynthesis dataset with 1.9M reactions from patents (1976-2016). Task: Predict the reactants needed to synthesize the given product. (1) Given the product [Cl:16][CH:9]([C:6]1[CH:5]=[CH:4][C:3]([C:2]([F:13])([F:12])[F:1])=[N:8][CH:7]=1)[CH3:10], predict the reactants needed to synthesize it. The reactants are: [F:1][C:2]([F:13])([F:12])[C:3]1[N:8]=[CH:7][C:6]([CH:9](O)[CH3:10])=[CH:5][CH:4]=1.O=S(Cl)[Cl:16]. (2) Given the product [Cl:1][C:2]1[CH:3]=[C:4]2[C:14](=[CH:15][CH:16]=1)[C:8]1([CH2:13][CH2:12][O:11][CH2:10][CH2:9]1)[C:7](=[O:17])[C:6]([C:18]([NH:41][C@@H:40]([C:39]([O:38][C:34]([CH3:37])([CH3:36])[CH3:35])=[O:43])[CH3:42])=[O:19])=[C:5]2[OH:23], predict the reactants needed to synthesize it. The reactants are: [Cl:1][C:2]1[CH:3]=[C:4]2[C:14](=[CH:15][CH:16]=1)[C:8]1([CH2:13][CH2:12][O:11][CH2:10][CH2:9]1)[C:7](=[O:17])[C:6]([C:18](OCC)=[O:19])=[C:5]2[OH:23].C(N(C(C)C)C(C)C)C.Cl.[C:34]([O:38][C:39](=[O:43])[C@@H:40]([CH3:42])[NH2:41])([CH3:37])([CH3:36])[CH3:35].